Dataset: hERG channel blocking data for cardiac toxicity assessment. Task: Regression/Classification. Given a drug SMILES string, predict its toxicity properties. Task type varies by dataset: regression for continuous values (e.g., LD50, hERG inhibition percentage) or binary classification for toxic/non-toxic outcomes (e.g., AMES mutagenicity, cardiotoxicity, hepatotoxicity). Dataset: herg. The drug is N#Cc1ccc2c(=O)cc(C(=O)NC3CCN(Cc4ccc5c(c4)OCO5)CC3)oc2c1. The result is 1 (blocker).